This data is from Reaction yield outcomes from USPTO patents with 853,638 reactions. The task is: Predict the reaction yield, written as a fraction of the theoretical maximum amount of product (1.0 means a 100% yield; for example, 0.34 means a 34% yield). The reactants are [NH2:1][C:2]1[C:3]([C:9]([O:11][CH3:12])=[O:10])=[N:4][C:5](Br)=[CH:6][N:7]=1.[CH3:13][S:14]([C:17]1[CH:22]=[CH:21][C:20](B(O)O)=[CH:19][CH:18]=1)(=[O:16])=[O:15].C([O-])([O-])=O.[Na+].[Na+]. The catalyst is COCCOC.CCOC(C)=O.C1C=CC(P(C2C=CC=CC=2)C2C=CC=CC=2)=CC=1.C1C=CC(P(C2C=CC=CC=2)C2C=CC=CC=2)=CC=1.Cl[Pd]Cl. The product is [NH2:1][C:2]1[C:3]([C:9]([O:11][CH3:12])=[O:10])=[N:4][C:5]([C:20]2[CH:21]=[CH:22][C:17]([S:14]([CH3:13])(=[O:16])=[O:15])=[CH:18][CH:19]=2)=[CH:6][N:7]=1. The yield is 0.530.